The task is: Predict the product of the given reaction.. This data is from Forward reaction prediction with 1.9M reactions from USPTO patents (1976-2016). (1) Given the reactants COC([C:5]1[C:6]2[N:7]([CH:11]=[C:12]([C:14]3[CH:19]=[CH:18][C:17]([F:20])=[CH:16][CH:15]=3)[N:13]=2)[CH:8]=[CH:9][N:10]=1)=O.Cl.C([O-])(O)=O.[Na+], predict the reaction product. The product is: [F:20][C:17]1[CH:16]=[CH:15][C:14]([C:12]2[N:13]=[C:6]3[CH:5]=[N:10][CH:9]=[CH:8][N:7]3[CH:11]=2)=[CH:19][CH:18]=1. (2) Given the reactants [CH:1]1([C:7]([N:9]2[CH2:18][CH2:17][C:16]3[C:11](=[CH:12][CH:13]=[C:14]([C:19]([N:21]4[CH2:28][CH:27]5[CH:23]([CH2:24][NH:25][CH2:26]5)[CH2:22]4)=[O:20])[CH:15]=3)[CH2:10]2)=[O:8])[CH2:6][CH2:5][CH2:4][CH2:3][CH2:2]1.C(O)(=O)C.[C:33]1(=O)[CH2:36][CH2:35][CH2:34]1.[BH-](OC(C)=O)(OC(C)=O)OC(C)=O.[Na+], predict the reaction product. The product is: [CH:33]1([N:25]2[CH2:24][CH:23]3[CH2:22][N:21]([C:19]([C:14]4[CH:15]=[C:16]5[C:11](=[CH:12][CH:13]=4)[CH2:10][N:9]([C:7]([CH:1]4[CH2:6][CH2:5][CH2:4][CH2:3][CH2:2]4)=[O:8])[CH2:18][CH2:17]5)=[O:20])[CH2:28][CH:27]3[CH2:26]2)[CH2:36][CH2:35][CH2:34]1.